Task: Predict the reaction yield, written as a fraction of the theoretical maximum amount of product (1.0 means a 100% yield; for example, 0.34 means a 34% yield).. Dataset: Reaction yield outcomes from USPTO patents with 853,638 reactions The reactants are C(OC([N:8]1[CH2:13][CH2:12][CH:11]([O:14][C:15]2[CH:20]=[CH:19][C:18]([C:21]3[S:25][C:24]4=[N:26][CH:27]=[C:28]([C:29]5[CH:30]=[N:31][C:32]([O:35][CH3:36])=[CH:33][CH:34]=5)[N:23]4[N:22]=3)=[CH:17][C:16]=2[O:37][CH3:38])[CH2:10][CH2:9]1)=O)(C)(C)C.Cl. The catalyst is C(Cl)Cl. The product is [CH3:38][O:37][C:16]1[CH:17]=[C:18]([C:21]2[S:25][C:24]3=[N:26][CH:27]=[C:28]([C:29]4[CH:30]=[N:31][C:32]([O:35][CH3:36])=[CH:33][CH:34]=4)[N:23]3[N:22]=2)[CH:19]=[CH:20][C:15]=1[O:14][CH:11]1[CH2:10][CH2:9][NH:8][CH2:13][CH2:12]1. The yield is 1.00.